This data is from Reaction yield outcomes from USPTO patents with 853,638 reactions. The task is: Predict the reaction yield, written as a fraction of the theoretical maximum amount of product (1.0 means a 100% yield; for example, 0.34 means a 34% yield). (1) The reactants are C([O:4][CH2:5][C:6]1[CH:7]=[C:8]2[CH:14]=[CH:13][O:12][C:9]2=[CH:10][N:11]=1)(=O)C.[OH-].[Na+]. The catalyst is O1CCOCC1.O. The product is [O:12]1[C:9]2=[CH:10][N:11]=[C:6]([CH2:5][OH:4])[CH:7]=[C:8]2[CH:14]=[CH:13]1. The yield is 0.700. (2) The reactants are [Br:1][C:2]1[CH:10]=[C:6]([C:7]([OH:9])=O)[C:5]([OH:11])=[CH:4][CH:3]=1.[CH3:12][C:13]([C:16]1[CH:17]=[C:18]([CH:20]=[C:21]([C:23]([CH3:26])([CH3:25])[CH3:24])[CH:22]=1)[NH2:19])([CH3:15])[CH3:14]. No catalyst specified. The product is [Br:1][C:2]1[CH:3]=[CH:4][C:5]([OH:11])=[C:6]([CH:10]=1)[C:7]([NH:19][C:18]1[CH:20]=[C:21]([C:23]([CH3:25])([CH3:24])[CH3:26])[CH:22]=[C:16]([C:13]([CH3:15])([CH3:14])[CH3:12])[CH:17]=1)=[O:9]. The yield is 0.452. (3) The reactants are [CH2:1]([O:8][C:5]1[C:6](OC)=[CH:7][C:2]([C:1]([OH:8])=O)=[CH:3][C:4]=1OC)[C:2]1[CH:7]=[CH:6][CH:5]=[CH:4][CH:3]=1.C(N1C=CN=C1)([N:24]1C=CN=C1)=O.[OH-].[NH4+].Cl. The catalyst is O1CCCC1.C(OCC)(=O)C. The product is [C:1]([NH2:24])(=[O:8])[C:2]1[CH:7]=[CH:6][CH:5]=[CH:4][CH:3]=1. The yield is 0.980. (4) The catalyst is C1C=CC=CC=1.CCOC(C)=O. The reactants are [C:1]([C:4]1[CH:9]=[CH:8][C:7]([NH:10][C:11]([C:13]2[N:14]([CH2:20][O:21][CH2:22][CH2:23][Si:24]([CH3:27])([CH3:26])[CH3:25])[CH:15]=[C:16]([C:18]#[N:19])[N:17]=2)=[O:12])=[C:6]([C:28]2[CH2:33][CH2:32][CH2:31][CH2:30][CH:29]=2)[CH:5]=1)(=[O:3])[CH3:2].[CH:34](O)([OH:36])[CH3:35].C1(C)C=CC(S(O)(=O)=O)=CC=1. The product is [C:28]1([C:6]2[CH:5]=[C:4]([C:1]3([CH3:2])[O:36][CH2:34][CH2:35][O:3]3)[CH:9]=[CH:8][C:7]=2[NH:10][C:11]([C:13]2[N:14]([CH2:20][O:21][CH2:22][CH2:23][Si:24]([CH3:26])([CH3:27])[CH3:25])[CH:15]=[C:16]([C:18]#[N:19])[N:17]=2)=[O:12])[CH2:33][CH2:32][CH2:31][CH2:30][CH:29]=1. The yield is 0.680.